This data is from Forward reaction prediction with 1.9M reactions from USPTO patents (1976-2016). The task is: Predict the product of the given reaction. (1) Given the reactants Cl[C:2]1[C:7](C)=[CH:6][CH:5]=[CH:4][N:3]=1.[C:9]1(=[O:19])[NH:13][C:12](=[O:14])[C:11]2=[CH:15][CH:16]=[CH:17][CH:18]=[C:10]12.[C:20]([O-])([O-])=O.[Cs+].[Cs+].[Na+].[I-], predict the reaction product. The product is: [O:14]=[C:12]1[C:11]2[C:10](=[CH:18][CH:17]=[CH:16][CH:15]=2)[C:9](=[O:19])[N:13]1[CH2:20][C:2]1[CH:7]=[CH:6][CH:5]=[CH:4][N:3]=1. (2) Given the reactants Br[C:2]1[N:10]=[CH:9][N:8]=[C:7]2[C:3]=1[N:4]=[CH:5][NH:6]2.[Cl:11][C:12]1[CH:21]=[C:20]([CH:22]([NH2:24])[CH3:23])[C:19]([N:25]2[CH2:29][CH2:28][CH2:27][C@@H:26]2[CH2:30][O:31][CH3:32])=[C:18]2[C:13]=1[CH:14]=[CH:15][CH:16]=[N:17]2.C(N(CC)C(C)C)(C)C.C(O)(C(F)(F)F)=O, predict the reaction product. The product is: [Cl:11][C:12]1[CH:21]=[C:20]([CH:22]([NH:24][C:2]2[N:10]=[CH:9][N:8]=[C:7]3[C:3]=2[N:4]=[CH:5][NH:6]3)[CH3:23])[C:19]([N:25]2[CH2:29][CH2:28][CH2:27][C@@H:26]2[CH2:30][O:31][CH3:32])=[C:18]2[C:13]=1[CH:14]=[CH:15][CH:16]=[N:17]2. (3) Given the reactants CCN=C=NCCCN(C)C.[CH3:12][N:13]1[C:21]2[C:16](=[CH:17][CH:18]=[CH:19][CH:20]=2)[CH:15]=[C:14]1[C:22]([OH:24])=O.[NH2:25][C@H:26]([C:30]([NH:32][CH:33]([CH:42]([OH:45])[CH2:43][F:44])[CH2:34][C:35]([O:37][C:38]([CH3:41])([CH3:40])[CH3:39])=[O:36])=[O:31])[CH:27]([CH3:29])[CH3:28], predict the reaction product. The product is: [CH3:12][N:13]1[C:21]2[C:16](=[CH:17][CH:18]=[CH:19][CH:20]=2)[CH:15]=[C:14]1[C:22]([NH:25][C@H:26]([C:30]([NH:32][CH:33]([CH:42]([OH:45])[CH2:43][F:44])[CH2:34][C:35]([O:37][C:38]([CH3:39])([CH3:40])[CH3:41])=[O:36])=[O:31])[CH:27]([CH3:28])[CH3:29])=[O:24]. (4) The product is: [CH3:1][O:2][C:3](=[O:25])[CH2:4][N:5]1[C:13]2[C:8](=[CH:9][CH:10]=[CH:11][CH:12]=2)[C:7]2([C:16]3[CH:17]=[CH:18][C:19]([Cl:22])=[CH:20][C:21]=3[O:15][CH2:14]2)[C:6]1=[O:24]. Given the reactants [CH3:1][O:2][C:3](=[O:25])[CH2:4][N:5]1[C:13]2[C:8](=[CH:9][CH:10]=[CH:11][CH:12]=2)[C:7]([C:16]2[CH:21]=[CH:20][C:19]([Cl:22])=[CH:18][C:17]=2O)([CH2:14][OH:15])[C:6]1=[O:24].ClC1C=CC(Cl)=C2C=1C(C1C(O)=CC3OCOC=3C=1)(CO)C(=O)N2CCCCC, predict the reaction product. (5) Given the reactants [NH:1]1[CH2:6][CH2:5][CH:4]([CH2:7][CH2:8][C:9]([C:11]2[CH:12]=[C:13]3[C:18]4=[C:19]([CH2:21][CH2:22][N:17]4[C:16](=[O:23])[CH2:15][CH2:14]3)[CH:20]=2)=[O:10])[CH2:3][CH2:2]1.C(#N)C.C(=O)([O-])[O-].[K+].[K+].[F:33][C:34]1[CH:35]=[C:36]([CH:39]=[CH:40][CH:41]=1)[CH2:37]Cl, predict the reaction product. The product is: [F:33][C:34]1[CH:35]=[C:36]([CH2:37][N:1]2[CH2:2][CH2:3][CH:4]([CH2:7][CH2:8][C:9]([C:11]3[CH:12]=[C:13]4[C:18]5=[C:19]([CH2:21][CH2:22][N:17]5[C:16](=[O:23])[CH2:15][CH2:14]4)[CH:20]=3)=[O:10])[CH2:5][CH2:6]2)[CH:39]=[CH:40][CH:41]=1. (6) The product is: [Cl:1][C:2]1[CH:10]=[C:9]2[C:5]([C:6]([C:11]([N:13]3[CH2:18][CH2:17][C:16]4([C:22]5[CH:23]=[CH:24][CH:25]=[CH:26][C:21]=5[C:20](=[O:27])[O:19]4)[CH2:15][CH2:14]3)=[O:12])=[CH:7][N:8]2[CH2:29][C:30]2[CH:31]=[N:32][CH:33]=[CH:34][CH:35]=2)=[CH:4][CH:3]=1. Given the reactants [Cl:1][C:2]1[CH:10]=[C:9]2[C:5]([C:6]([C:11]([N:13]3[CH2:18][CH2:17][C:16]4([C:22]5[CH:23]=[CH:24][CH:25]=[CH:26][C:21]=5[C:20](=[O:27])[O:19]4)[CH2:15][CH2:14]3)=[O:12])=[CH:7][NH:8]2)=[CH:4][CH:3]=1.Br[CH2:29][C:30]1[CH:31]=[N:32][CH:33]=[CH:34][CH:35]=1, predict the reaction product. (7) The product is: [C:46]1([CH3:51])[CH:47]=[CH:48][CH:49]=[CH:50][C:45]=1[C:9]1[CH:10]=[CH:11][CH:12]=[C:13]2[C:17]=1[NH:16][C:15]([C:18]([O:20][CH2:21][CH3:22])=[O:19])=[CH:14]2. Given the reactants CC1(C)C(C)(C)OB([C:9]2[CH:10]=[CH:11][CH:12]=[C:13]3[C:17]=2[NH:16][C:15]([C:18]([O:20][CH2:21][CH3:22])=[O:19])=[CH:14]3)O1.F[B-](F)(F)F.C([PH+](C(C)(C)C)C(C)(C)C)(C)(C)C.[F-].[Cs+].I[C:45]1[CH:50]=[CH:49][CH:48]=[CH:47][C:46]=1[CH3:51], predict the reaction product. (8) Given the reactants [CH2:1]([C@@H:8]1[CH2:12][O:11][C:10](=[O:13])[N:9]1[C:14](=[O:27])[CH2:15][CH2:16][CH2:17][CH2:18][C:19]1[CH:24]=[CH:23][C:22]([O:25][CH3:26])=[CH:21][CH:20]=1)[C:2]1[CH:7]=[CH:6][CH:5]=[CH:4][CH:3]=1.OS(C(F)(F)F)(=O)=O.C(BCCCC)CCC.C(N(C(C)C)CC)(C)C.[Br:54]N1C(=O)CCC1=O.S([O-])([O-])=O.[Na+].[Na+], predict the reaction product. The product is: [CH2:1]([C@@H:8]1[CH2:12][O:11][C:10](=[O:13])[N:9]1[C:14](=[O:27])[C@H:15]([Br:54])[CH2:16][CH2:17][CH2:18][C:19]1[CH:24]=[CH:23][C:22]([O:25][CH3:26])=[CH:21][CH:20]=1)[C:2]1[CH:7]=[CH:6][CH:5]=[CH:4][CH:3]=1. (9) Given the reactants O[CH2:2][C:3]1[CH:12]=[N:11][C:10]2[N:9]3[CH2:13][CH2:14][O:15][CH2:16][CH:8]3[C:7](=[O:17])[NH:6][C:5]=2[CH:4]=1.[I-].C(C[P+](C)(C)C)#N.C(N(C(C)C)C(C)C)C.[N:35]1([C:41]2[CH:48]=[CH:47][C:44]([C:45]#[N:46])=[CH:43][N:42]=2)[CH2:40][CH2:39][NH:38][CH2:37][CH2:36]1, predict the reaction product. The product is: [O:17]=[C:7]1[NH:6][C:5]2[CH:4]=[C:3]([CH2:2][N:38]3[CH2:39][CH2:40][N:35]([C:41]4[CH:48]=[CH:47][C:44]([C:45]#[N:46])=[CH:43][N:42]=4)[CH2:36][CH2:37]3)[CH:12]=[N:11][C:10]=2[N:9]2[CH2:13][CH2:14][O:15][CH2:16][CH:8]12. (10) Given the reactants [C:1]([O:5][C:6]([NH:8][C:9]1[C:10]([CH2:21][CH:22]([N:28]=C(C2C=CC=CC=2)C2C=CC=CC=2)[C:23]([O:25][CH2:26][CH3:27])=[O:24])=[N:11][C:12]([C:15]2[CH:20]=[CH:19][CH:18]=[CH:17][CH:16]=2)=[CH:13][CH:14]=1)=[O:7])([CH3:4])([CH3:3])[CH3:2].C(O)(=O)CC(CC(O)=O)(C(O)=O)O, predict the reaction product. The product is: [NH2:28][CH:22]([CH2:21][C:10]1[C:9]([NH:8][C:6]([O:5][C:1]([CH3:4])([CH3:3])[CH3:2])=[O:7])=[CH:14][CH:13]=[C:12]([C:15]2[CH:16]=[CH:17][CH:18]=[CH:19][CH:20]=2)[N:11]=1)[C:23]([O:25][CH2:26][CH3:27])=[O:24].